Dataset: Full USPTO retrosynthesis dataset with 1.9M reactions from patents (1976-2016). Task: Predict the reactants needed to synthesize the given product. (1) Given the product [C:22]([C:15]1[CH:16]=[CH:17][C:18]2[C:19]3[C:11](=[CH:10][C:9]([C:8]#[CH:7])=[CH:21][CH:20]=3)[CH2:12][C:13]=2[CH:14]=1)#[CH:23], predict the reactants needed to synthesize it. The reactants are: [OH-].[K+].C[Si]([C:7]#[C:8][C:9]1[CH:21]=[CH:20][C:19]2[C:18]3[C:13](=[CH:14][C:15]([C:22]#[C:23][Si](C)(C)C)=[CH:16][CH:17]=3)[CH2:12][C:11]=2[CH:10]=1)(C)C. (2) Given the product [Cl:1][C:2]1[CH:10]=[C:9]([C:36]#[C:35][CH2:37][OH:44])[C:5]2[O:6][CH2:7][O:8][C:4]=2[C:3]=1[NH:12][C:13]1[C:22]2[C:17](=[CH:18][C:19]([O:25][CH2:26][CH2:27][CH2:28][N:29]3[CH2:34][CH2:33][O:32][CH2:31][CH2:30]3)=[C:20]([O:23][CH3:24])[CH:21]=2)[N:16]=[CH:15][N:14]=1, predict the reactants needed to synthesize it. The reactants are: [Cl:1][C:2]1[CH:10]=[C:9](I)[C:5]2[O:6][CH2:7][O:8][C:4]=2[C:3]=1[NH:12][C:13]1[C:22]2[C:17](=[CH:18][C:19]([O:25][CH2:26][CH2:27][CH2:28][N:29]3[CH2:34][CH2:33][O:32][CH2:31][CH2:30]3)=[C:20]([O:23][CH3:24])[CH:21]=2)[N:16]=[CH:15][N:14]=1.[CH:35](NC(C)C)([CH3:37])[CH3:36].C(OCC)(=[O:44])C. (3) Given the product [F:1][C@H:2]1[C@H:7]([O:8][C:9]2[CH:10]=[CH:11][CH:12]=[C:13]3[C:18]=2[N:17]=[C:16]([C:19]2[N:23]4[CH:24]=[CH:25][C:26]([O:28][CH2:29][CH2:30][O:31][CH3:32])=[CH:27][C:22]4=[N:21][CH:20]=2)[CH:15]=[C:14]3[C:33]2[O:37][CH:36]=[N:35][CH:34]=2)[CH2:6][CH2:5][NH:4][CH2:3]1, predict the reactants needed to synthesize it. The reactants are: [F:1][C@H:2]1[C@H:7]([O:8][C:9]2[CH:10]=[CH:11][CH:12]=[C:13]3[C:18]=2[N:17]=[C:16]([C:19]2[N:23]4[CH:24]=[CH:25][C:26]([O:28][CH2:29][CH2:30][O:31][CH3:32])=[CH:27][C:22]4=[N:21][CH:20]=2)[CH:15]=[C:14]3[C:33]2[O:37][CH:36]=[N:35][CH:34]=2)[CH2:6][CH2:5][N:4](C(OC(C)(C)C)=O)[CH2:3]1.C(O)(C(F)(F)F)=O. (4) Given the product [CH:5]1([CH:8]2[CH2:16][C:15]3[C:10](=[CH:11][CH:12]=[CH:13][CH:14]=3)[NH:9]2)[CH2:7][CH2:6]1, predict the reactants needed to synthesize it. The reactants are: C([BH3-])#N.[Na+].[CH:5]1([C:8]2[NH:9][C:10]3[C:15]([CH:16]=2)=[CH:14][CH:13]=[CH:12][CH:11]=3)[CH2:7][CH2:6]1.O.[OH-].[Na+].